From a dataset of Forward reaction prediction with 1.9M reactions from USPTO patents (1976-2016). Predict the product of the given reaction. (1) Given the reactants C([Li])CCC.C(NC(C)C)(C)C.[Li+].CC([N-]C(C)C)C.Cl[Si](C)(C)C.[F:26][C:27]([F:37])([F:36])[C@H:28]([CH3:35])[CH2:29][C:30]([O:32][CH2:33][CH3:34])=[O:31].[Br:38]N1C(=O)CCC1=O, predict the reaction product. The product is: [Br:38][CH:29]([C@@H:28]([CH3:35])[C:27]([F:36])([F:37])[F:26])[C:30]([O:32][CH2:33][CH3:34])=[O:31]. (2) Given the reactants [CH:1]([C:3]1[CH:8]=[CH:7][C:6]([C:9]([F:12])([F:11])[F:10])=[CH:5][CH:4]=1)=[CH2:2], predict the reaction product. The product is: [CH2:1]([C:3]1[CH:4]=[CH:5][C:6]([C:9]([F:10])([F:11])[F:12])=[CH:7][CH:8]=1)[CH3:2]. (3) Given the reactants [NH2:1][C:2]1[CH:7]=[CH:6][C:5]([C:8]2[N:9]=[CH:10][C:11]3[N:12]([N:14]=[C:15]([NH2:17])[N:16]=3)[CH:13]=2)=[CH:4][CH:3]=1.CCN(C(C)C)C(C)C.[F:27][C:28]1[CH:33]=[CH:32][C:31]([CH2:34][C:35](O)=[O:36])=[CH:30][CH:29]=1.CN(C(ON1N=NC2C=CC=NC1=2)=[N+](C)C)C.F[P-](F)(F)(F)(F)F, predict the reaction product. The product is: [NH2:17][C:15]1[N:16]=[C:11]2[CH:10]=[N:9][C:8]([C:5]3[CH:6]=[CH:7][C:2]([NH:1][C:35](=[O:36])[CH2:34][C:31]4[CH:32]=[CH:33][C:28]([F:27])=[CH:29][CH:30]=4)=[CH:3][CH:4]=3)=[CH:13][N:12]2[N:14]=1. (4) Given the reactants [F:1][C:2]1[CH:7]=[CH:6][C:5]([N:8]2[C:11](=[O:12])[C@H:10]([S:13][CH2:14][C:15]([C:17]3[CH:22]=[CH:21][C:20]([F:23])=[CH:19][CH:18]=3)=[O:16])[C@H:9]2[C:24]2[CH:46]=[CH:45][C:27]([O:28][CH2:29][C:30]([NH:32][CH2:33][C:34]([NH:36][C@@H:37]([C:42]([OH:44])=[O:43])[CH2:38][CH2:39][CH2:40][NH2:41])=[O:35])=[O:31])=[CH:26][CH:25]=2)=[CH:4][CH:3]=1.[BH4-].[Na+], predict the reaction product. The product is: [F:1][C:2]1[CH:7]=[CH:6][C:5]([N:8]2[C:11](=[O:12])[C@H:10]([S:13][CH2:14][CH:15]([C:17]3[CH:18]=[CH:19][C:20]([F:23])=[CH:21][CH:22]=3)[OH:16])[C@H:9]2[C:24]2[CH:46]=[CH:45][C:27]([O:28][CH2:29][C:30]([NH:32][CH2:33][C:34]([NH:36][C@@H:37]([C:42]([OH:44])=[O:43])[CH2:38][CH2:39][CH2:40][NH2:41])=[O:35])=[O:31])=[CH:26][CH:25]=2)=[CH:4][CH:3]=1.